Dataset: Forward reaction prediction with 1.9M reactions from USPTO patents (1976-2016). Task: Predict the product of the given reaction. (1) Given the reactants [NH:1]1[C:5]2=[N:6][CH:7]=[C:8]([O:10][C:11]3[CH:45]=[C:44]([N:46]4[CH2:51][CH2:50][N:49]([CH2:52][C:53]5[CH2:58][CH2:57][C:56]([CH3:60])([CH3:59])[CH2:55][C:54]=5[C:61]5[CH:66]=[CH:65][C:64]([Cl:67])=[CH:63][CH:62]=5)[CH2:48][CH2:47]4)[CH:43]=[CH:42][C:12]=3[C:13]([NH:15][S:16]([C:19]3[CH:24]=[CH:23][C:22]([NH:25][CH:26]4[CH2:31][CH2:30][N:29](C(OC(C)(C)C)=O)[CH2:28][CH2:27]4)=[C:21]([N+:39]([O-:41])=[O:40])[CH:20]=3)(=[O:18])=[O:17])=[O:14])[CH:9]=[C:4]2[CH:3]=[CH:2]1.FC(F)(F)C(O)=O, predict the reaction product. The product is: [NH:1]1[C:5]2=[N:6][CH:7]=[C:8]([O:10][C:11]3[CH:45]=[C:44]([N:46]4[CH2:47][CH2:48][N:49]([CH2:52][C:53]5[CH2:58][CH2:57][C:56]([CH3:60])([CH3:59])[CH2:55][C:54]=5[C:61]5[CH:62]=[CH:63][C:64]([Cl:67])=[CH:65][CH:66]=5)[CH2:50][CH2:51]4)[CH:43]=[CH:42][C:12]=3[C:13]([NH:15][S:16]([C:19]3[CH:24]=[CH:23][C:22]([NH:25][CH:26]4[CH2:31][CH2:30][NH:29][CH2:28][CH2:27]4)=[C:21]([N+:39]([O-:41])=[O:40])[CH:20]=3)(=[O:18])=[O:17])=[O:14])[CH:9]=[C:4]2[CH:3]=[CH:2]1. (2) Given the reactants Br[CH2:2][CH2:3][O:4][CH2:5][C:6]1[CH:7]=[C:8]([CH:11]=[CH:12][CH:13]=1)[C:9]#[N:10].[OH:14][C:15]1[CH:20]=[CH:19][C:18]([CH2:21][CH2:22][OH:23])=[CH:17][CH:16]=1.C(=O)([O-])[O-].[K+].[K+], predict the reaction product. The product is: [OH:23][CH2:22][CH2:21][C:18]1[CH:19]=[CH:20][C:15]([O:14][CH2:2][CH2:3][O:4][CH2:5][C:6]2[CH:7]=[C:8]([CH:11]=[CH:12][CH:13]=2)[C:9]#[N:10])=[CH:16][CH:17]=1. (3) Given the reactants C(Cl)Cl.[C:4]([C:8]1[CH:9]=[C:10]([OH:14])[CH:11]=[CH:12][CH:13]=1)([CH3:7])([CH3:6])[CH3:5].[C:15](=O)([O:26]C1C=CC([N+]([O-])=O)=CC=1)[O:16][C:17]1[CH:22]=[CH:21][C:20]([N+:23]([O-:25])=[O:24])=[CH:19][CH:18]=1, predict the reaction product. The product is: [C:15](=[O:26])([O:16][C:17]1[CH:18]=[CH:19][C:20]([N+:23]([O-:25])=[O:24])=[CH:21][CH:22]=1)[O:14][C:10]1[CH:11]=[CH:12][CH:13]=[C:8]([C:4]([CH3:7])([CH3:5])[CH3:6])[CH:9]=1. (4) Given the reactants [OH:1][CH2:2][C:3]1([C:10]([NH:12][CH:13]([CH3:15])[CH3:14])=[O:11])[CH2:8][CH2:7][CH2:6][NH:5][C:4]1=[O:9].[F:16][C:17]1[CH:24]=[CH:23][CH:22]=[C:21](F)[C:18]=1[C:19]#[N:20], predict the reaction product. The product is: [C:19]([C:18]1[C:17]([F:16])=[CH:24][CH:23]=[CH:22][C:21]=1[O:1][CH2:2][C:3]1([C:10]([NH:12][CH:13]([CH3:15])[CH3:14])=[O:11])[CH2:8][CH2:7][CH2:6][NH:5][C:4]1=[O:9])#[N:20]. (5) The product is: [F:27][C:24]1[CH:25]=[CH:26][C:21]([C@:13]2([CH2:16][C:17]([OH:20])([CH3:19])[CH3:18])[O:12][C:11](=[O:28])[N:10]([C@H:8]([C:5]3[CH:6]=[CH:7][C:2]([B:32]4[O:33][C:34]([CH3:36])([CH3:35])[C:30]([CH3:46])([CH3:29])[O:31]4)=[CH:3][CH:4]=3)[CH3:9])[CH2:15][CH2:14]2)=[CH:22][CH:23]=1. Given the reactants Br[C:2]1[CH:7]=[CH:6][C:5]([C@@H:8]([N:10]2[CH2:15][CH2:14][C@@:13]([C:21]3[CH:26]=[CH:25][C:24]([F:27])=[CH:23][CH:22]=3)([CH2:16][C:17]([OH:20])([CH3:19])[CH3:18])[O:12][C:11]2=[O:28])[CH3:9])=[CH:4][CH:3]=1.[CH3:29][C:30]1([CH3:46])[C:34]([CH3:36])([CH3:35])[O:33][B:32]([B:32]2[O:33][C:34]([CH3:36])([CH3:35])[C:30]([CH3:46])([CH3:29])[O:31]2)[O:31]1.CC([O-])=O.[K+], predict the reaction product. (6) Given the reactants [NH:1]1[C:9]2[C:4](=[CH:5][CH:6]=[C:7]([CH:10]=[O:11])[CH:8]=2)[CH:3]=[CH:2]1.C(=O)([O-])[O-].[K+].[K+].[C:18]([O:22][C:23](O[C:23]([O:22][C:18]([CH3:21])([CH3:20])[CH3:19])=[O:24])=[O:24])([CH3:21])([CH3:20])[CH3:19].O1CCCC1, predict the reaction product. The product is: [C:18]([O:22][C:23]([N:1]1[C:9]2[C:4](=[CH:5][CH:6]=[C:7]([CH:10]=[O:11])[CH:8]=2)[CH:3]=[CH:2]1)=[O:24])([CH3:21])([CH3:20])[CH3:19]. (7) Given the reactants O[C:2]1[CH:3]=[C:4]([CH:8]=[CH:9][C:10]=1[NH:11][C:12](=[O:30])[CH2:13][CH2:14][NH:15][S:16]([C:19]1[CH:24]=[CH:23][C:22]([CH2:25][CH2:26][CH2:27][CH2:28][CH3:29])=[CH:21][CH:20]=1)(=[O:18])=[O:17])[C:5]([OH:7])=[O:6], predict the reaction product. The product is: [CH2:25]([C:22]1[CH:21]=[CH:20][C:19]([S:16]([NH:15][CH2:14][CH2:13][C:12]2[O:30][C:9]3[CH:8]=[C:4]([C:5]([OH:7])=[O:6])[CH:3]=[CH:2][C:10]=3[N:11]=2)(=[O:18])=[O:17])=[CH:24][CH:23]=1)[CH2:26][CH2:27][CH2:28][CH3:29].